Dataset: Full USPTO retrosynthesis dataset with 1.9M reactions from patents (1976-2016). Task: Predict the reactants needed to synthesize the given product. (1) Given the product [CH2:1]([CH:3]([CH:10]([CH3:28])[C:11](=[O:27])[C:12]1[CH:26]=[CH:25][C:15]2[N:16]=[C:17]([C:19]3[CH:20]=[CH:21][CH:22]=[CH:23][CH:24]=3)[O:18][C:14]=2[CH:13]=1)[C:4]([OH:6])=[O:5])[CH3:2], predict the reactants needed to synthesize it. The reactants are: [CH2:1]([C:3]([CH:10]([CH3:28])[C:11](=[O:27])[C:12]1[CH:26]=[CH:25][C:15]2[N:16]=[C:17]([C:19]3[CH:24]=[CH:23][CH:22]=[CH:21][CH:20]=3)[O:18][C:14]=2[CH:13]=1)(C(O)=O)[C:4]([OH:6])=[O:5])[CH3:2].C(O)COCCO.COC. (2) Given the product [CH2:1]([O:9][C:10]1[C:18]2[O:17][C:16]([CH3:19])([CH3:20])[C:15](=[O:21])[C:14]=2[C:13]([CH3:22])=[C:12]([N:23]2[CH2:28][CH2:27][N:26]([C:29]3[CH:34]=[CH:33][C:32]([O:35][CH3:36])=[CH:31][CH:30]=3)[CH2:25][CH2:24]2)[C:11]=1[CH3:37])[CH3:2], predict the reactants needed to synthesize it. The reactants are: [CH2:1](I)[CH3:2].CN(C=O)C.[OH:9][C:10]1[C:18]2[O:17][C:16]([CH3:20])([CH3:19])[C:15](=[O:21])[C:14]=2[C:13]([CH3:22])=[C:12]([N:23]2[CH2:28][CH2:27][N:26]([C:29]3[CH:34]=[CH:33][C:32]([O:35][CH3:36])=[CH:31][CH:30]=3)[CH2:25][CH2:24]2)[C:11]=1[CH3:37].C(=O)([O-])[O-].[K+].[K+]. (3) The reactants are: [F:1][CH:2]([F:37])[C:3]1[N:7]([C:8]2[N:13]=[C:12]([N:14]3[CH2:19][CH2:18][O:17][CH2:16][CH2:15]3)[N:11]=[C:10]([N:20]3[CH2:25][CH2:24][N:23]([S:26]([CH:29]=[CH2:30])(=[O:28])=[O:27])[CH2:22][CH2:21]3)[N:9]=2)[C:6]2[CH:31]=[CH:32][CH:33]=[C:34]([O:35][CH3:36])[C:5]=2[N:4]=1.[NH:38]1[CH2:43][CH2:42][O:41][CH2:40][CH2:39]1. Given the product [F:37][CH:2]([F:1])[C:3]1[N:7]([C:8]2[N:13]=[C:12]([N:14]3[CH2:15][CH2:16][O:17][CH2:18][CH2:19]3)[N:11]=[C:10]([N:20]3[CH2:21][CH2:22][N:23]([S:26]([CH2:29][CH2:30][N:38]4[CH2:43][CH2:42][O:41][CH2:40][CH2:39]4)(=[O:28])=[O:27])[CH2:24][CH2:25]3)[N:9]=2)[C:6]2[CH:31]=[CH:32][CH:33]=[C:34]([O:35][CH3:36])[C:5]=2[N:4]=1, predict the reactants needed to synthesize it. (4) Given the product [C:19]([C:22]1[N:1]=[C:2]2[N:6]([CH2:7][C:8]3[CH:13]=[CH:12][CH:11]=[CH:10][C:9]=3[Cl:14])[N:5]=[CH:4][C:3]2=[C:15]([N:29]2[CH2:30][CH2:31][C:27]([F:32])([F:26])[CH2:28]2)[N:17]=1)([CH3:21])([CH3:20])[CH3:18], predict the reactants needed to synthesize it. The reactants are: [NH2:1][C:2]1[N:6]([CH2:7][C:8]2[CH:13]=[CH:12][CH:11]=[CH:10][C:9]=2[Cl:14])[N:5]=[CH:4][C:3]=1[C:15]([NH2:17])=O.[C:18](Cl)(=O)[C:19]([CH3:22])([CH3:21])[CH3:20].Cl.[F:26][C:27]1([F:32])[CH2:31][CH2:30][NH:29][CH2:28]1. (5) Given the product [F:16][C:17]1[CH:18]=[C:19]([CH:22]=[CH:23][C:24]=1[O:25][CH3:26])[C:20]([NH2:6])=[NH:21], predict the reactants needed to synthesize it. The reactants are: [Li+].C[Si]([N-:6][Si](C)(C)C)(C)C.C(OCC)C.[F:16][C:17]1[CH:18]=[C:19]([CH:22]=[CH:23][C:24]=1[O:25][CH3:26])[C:20]#[N:21]. (6) Given the product [C:22]([O:26][C:27](=[O:34])[NH:28][C@H:29]([CH:32]([OH:33])[C:2]1[O:1][C:9]2[C:4]([N:3]=1)=[N:5][CH:6]=[CH:7][CH:8]=2)[CH2:30][CH3:31])([CH3:23])([CH3:24])[CH3:25], predict the reactants needed to synthesize it. The reactants are: [O:1]1[C:9]2[C:4](=[N:5][CH:6]=[CH:7][CH:8]=2)[N:3]=[CH:2]1.[Li]CCCC.N#N.CCOCC.[C:22]([O:26][C:27](=[O:34])[NH:28][C@H:29]([CH:32]=[O:33])[CH2:30][CH3:31])([CH3:25])([CH3:24])[CH3:23]. (7) The reactants are: [H-].[Na+].[NH:3]1[CH:7]=[CH:6][N:5]=[CH:4]1.Br[CH2:9][CH2:10][CH2:11][Cl:12].CO. Given the product [Cl:12][CH2:11][CH2:10][CH2:9][N:3]1[CH:7]=[CH:6][N:5]=[CH:4]1, predict the reactants needed to synthesize it.